From a dataset of Catalyst prediction with 721,799 reactions and 888 catalyst types from USPTO. Predict which catalyst facilitates the given reaction. (1) Reactant: [H-].[Na+].[N:3]1[CH:8]=[CH:7][CH:6]=[C:5]([C:9]([C:11]2[C:20](=[O:21])[C:19]3[C:14](=[CH:15][CH:16]=[CH:17][CH:18]=3)[NH:13][CH:12]=2)=[O:10])[CH:4]=1.[F:22][C:23]1[CH:30]=[CH:29][CH:28]=[CH:27][C:24]=1[CH2:25]Br. Product: [F:22][C:23]1[CH:30]=[CH:29][CH:28]=[CH:27][C:24]=1[CH2:25][N:13]1[C:14]2[C:19](=[CH:18][CH:17]=[CH:16][CH:15]=2)[C:20](=[O:21])[C:11]([C:9]([C:5]2[CH:4]=[N:3][CH:8]=[CH:7][CH:6]=2)=[O:10])=[CH:12]1. The catalyst class is: 9. (2) Reactant: [Cl:1][C:2]1[C:3]([C:17]([OH:19])=O)=[N:4][O:5][C:6]=1[C:7]1[CH:12]=[CH:11][C:10]([C:13]([F:16])([F:15])[F:14])=[CH:9][CH:8]=1.F[P-](F)(F)(F)(F)F.N1(OC(N(C)C)=[N+](C)C)C2N=CC=CC=2N=N1.Cl.[NH2:45][C@@H:46]1[CH2:51][CH2:50][C@H:49]([OH:52])[CH2:48][CH2:47]1.C(N(CC)CC)C. Product: [Cl:1][C:2]1[C:3]([C:17]([NH:45][C@H:46]2[CH2:51][CH2:50][C@@H:49]([OH:52])[CH2:48][CH2:47]2)=[O:19])=[N:4][O:5][C:6]=1[C:7]1[CH:8]=[CH:9][C:10]([C:13]([F:14])([F:15])[F:16])=[CH:11][CH:12]=1. The catalyst class is: 10. (3) Reactant: [Cl:1][C:2]1[CH:3]=[CH:4][C:5]2[N:11]3[C:12]([C:15]#N)=[CH:13][CH:14]=[C:10]3[CH:9]([CH2:17][CH2:18][C:19]([N:21]3[CH2:26][CH2:25][CH:24]([CH2:27][C:28]([O:30][CH2:31][CH3:32])=[O:29])[CH2:23][CH2:22]3)=[O:20])[O:8][CH:7]([C:33]3[CH:38]=[CH:37][CH:36]=[C:35]([O:39][CH3:40])[C:34]=3[O:41][CH3:42])[C:6]=2[CH:43]=1.C(O)(=[O:46])C. Product: [Cl:1][C:2]1[CH:3]=[CH:4][C:5]2[N:11]3[C:12]([CH:15]=[O:46])=[CH:13][CH:14]=[C:10]3[C@@H:9]([CH2:17][CH2:18][C:19]([N:21]3[CH2:22][CH2:23][CH:24]([CH2:27][C:28]([O:30][CH2:31][CH3:32])=[O:29])[CH2:25][CH2:26]3)=[O:20])[O:8][C@H:7]([C:33]3[CH:38]=[CH:37][CH:36]=[C:35]([O:39][CH3:40])[C:34]=3[O:41][CH3:42])[C:6]=2[CH:43]=1. The catalyst class is: 17. (4) Reactant: [F:1][CH:2]([F:27])[C:3]1[N:4]([CH2:25][CH3:26])[C:5]2[C:10]([N:11]=1)=[C:9]([NH:12][C@H:13]1[CH2:17][CH2:16][N:15](C(OC(C)(C)C)=O)[CH2:14]1)[N:8]=[CH:7][N:6]=2.Cl.C(=O)([O-])O.[Na+]. Product: [F:27][CH:2]([F:1])[C:3]1[N:4]([CH2:25][CH3:26])[C:5]2[C:10]([N:11]=1)=[C:9]([NH:12][C@H:13]1[CH2:17][CH2:16][NH:15][CH2:14]1)[N:8]=[CH:7][N:6]=2. The catalyst class is: 135. (5) Reactant: [CH2:1]([S:3]([CH2:6][CH2:7][N:8]([C@@H:23]([C:25]1[N:26]([C:36]2[CH:41]=[CH:40][C:39]([O:42][CH2:43][C:44]([F:47])([F:46])[F:45])=[CH:38][CH:37]=2)[C:27](=[O:35])[C:28]2[CH:34]=[CH:33][CH:32]=[N:31][C:29]=2[N:30]=1)[CH3:24])[C:9](=[O:22])[CH2:10][C:11]1[CH:16]=[CH:15][C:14]([F:17])=[C:13]([C:18]([F:21])([F:20])[F:19])[CH:12]=1)(=[O:5])=[O:4])[CH3:2]. Product: [CH2:1]([S:3]([CH2:6][CH2:7][N:8]([C@@H:23]([C:25]1[N:26]([C:36]2[CH:37]=[CH:38][C:39]([O:42][CH2:43][C:44]([F:47])([F:45])[F:46])=[CH:40][CH:41]=2)[C:27](=[O:35])[C:28]2[CH2:34][CH2:33][CH2:32][NH:31][C:29]=2[N:30]=1)[CH3:24])[C:9](=[O:22])[CH2:10][C:11]1[CH:16]=[CH:15][C:14]([F:17])=[C:13]([C:18]([F:19])([F:21])[F:20])[CH:12]=1)(=[O:5])=[O:4])[CH3:2]. The catalyst class is: 43. (6) Product: [OH:11][B:9]1[C:8]2[CH:12]=[C:13]([OH:18])[CH:14]=[C:15]([O:16][CH3:17])[C:7]=2[CH:6]([CH2:5][C:4]([OH:19])=[O:3])[O:10]1. Reactant: C([O:3][C:4](=[O:19])[CH2:5][CH:6]1[O:10][B:9]([OH:11])[C:8]2[CH:12]=[C:13]([OH:18])[CH:14]=[C:15]([O:16][CH3:17])[C:7]1=2)C.[OH-].[Li+].Cl. The catalyst class is: 20. (7) Reactant: [Cl:1][C:2]1[CH:7]=[CH:6][C:5]([CH2:8][S:9](Cl)(=[O:11])=[O:10])=[CH:4][CH:3]=1.N1C=CC=CC=1.[CH2:19]1[CH:24]2[CH2:25][C:26]3([NH2:29])[CH2:28][CH:22]([CH2:23]2)[CH2:21][CH:20]1[CH2:27]3. Product: [C:26]12([NH:29][S:9]([CH2:8][C:5]3[CH:6]=[CH:7][C:2]([Cl:1])=[CH:3][CH:4]=3)(=[O:11])=[O:10])[CH2:27][CH:20]3[CH2:21][CH:22]([CH2:23][CH:24]([CH2:19]3)[CH2:25]1)[CH2:28]2. The catalyst class is: 2. (8) Reactant: [Cl:1][C:2]1[CH:3]=[C:4]([N:22]2[C:27](=[O:28])[NH:26][C:25](=[O:29])[C:24]([C:30]#[N:31])=[N:23]2)[CH:5]=[C:6]([Cl:21])[C:7]=1[O:8][C:9]1[CH:14]=[C:13]([CH:15]([CH3:17])[CH3:16])[C:12](=[O:18])[N:11]([CH2:19]O)[N:10]=1.S(Cl)([Cl:34])=O. Product: [Cl:21][C:6]1[CH:5]=[C:4]([N:22]2[C:27](=[O:28])[NH:26][C:25](=[O:29])[C:24]([C:30]#[N:31])=[N:23]2)[CH:3]=[C:2]([Cl:1])[C:7]=1[O:8][C:9]1[CH:14]=[C:13]([CH:15]([CH3:17])[CH3:16])[C:12](=[O:18])[N:11]([CH2:19][Cl:34])[N:10]=1. The catalyst class is: 7.